This data is from Catalyst prediction with 721,799 reactions and 888 catalyst types from USPTO. The task is: Predict which catalyst facilitates the given reaction. (1) Reactant: [C:1]([C:4]1[C:9]2[NH:10][C:11]3[CH:12]=[C:13]([C:17]([O:19]C)=[O:18])[CH:14]=[CH:15][C:16]=3[C:8]=2[N:7]=[C:6]([C:21]2[CH:26]=[CH:25][C:24]([O:27][CH3:28])=[C:23]([F:29])[CH:22]=2)[CH:5]=1)(=[O:3])[NH2:2].CO.[OH-].[Na+].Cl. Product: [C:1]([C:4]1[C:9]2[NH:10][C:11]3[CH:12]=[C:13]([C:17]([OH:19])=[O:18])[CH:14]=[CH:15][C:16]=3[C:8]=2[N:7]=[C:6]([C:21]2[CH:26]=[CH:25][C:24]([O:27][CH3:28])=[C:23]([F:29])[CH:22]=2)[CH:5]=1)(=[O:3])[NH2:2]. The catalyst class is: 1. (2) Reactant: Cl.Cl.[CH2:3]([N:5]1[CH2:10][CH2:9][CH:8]([NH:11][C:12]2[CH:13]=[C:14]3[C:18](=[CH:19][CH:20]=2)[NH:17][C:16]([C:21](O)=[O:22])=[CH:15]3)[CH2:7][CH2:6]1)[CH3:4].F[B-](F)(F)F.N1(OC(N(C)C)=[N+](C)C)C2C=CC=CC=2N=N1.CCN(C(C)C)C(C)C.[NH:55]1[CH2:60][CH2:59][O:58][CH2:57][CH2:56]1. Product: [CH2:3]([N:5]1[CH2:6][CH2:7][CH:8]([NH:11][C:12]2[CH:13]=[C:14]3[C:18](=[CH:19][CH:20]=2)[NH:17][C:16]([C:21]([N:55]2[CH2:60][CH2:59][O:58][CH2:57][CH2:56]2)=[O:22])=[CH:15]3)[CH2:9][CH2:10]1)[CH3:4]. The catalyst class is: 3. (3) Reactant: [C:1](O)(=O)[C:2]([OH:4])=[O:3].[CH3:7][N:8]([CH2:13][C:14]1[CH:15]=[C:16]([C:20]2[CH:25]=[CH:24][C:23]([N:26]3[CH2:31][CH2:30][O:29][CH2:28][CH2:27]3)=[CH:22][CH:21]=2)[CH:17]=[CH:18][CH:19]=1)[C:9](=[O:12])[CH2:10][NH2:11].C(=O)([O-])[OH:33].[Na+]. Product: [C:30]([OH:33])(=[O:29])[CH2:31][CH2:1][C:2]([OH:4])=[O:3].[CH3:7][N:8]([CH2:13][C:14]1[CH:15]=[C:16]([C:20]2[CH:25]=[CH:24][C:23]([N:26]3[CH2:31][CH2:30][O:29][CH2:28][CH2:27]3)=[CH:22][CH:21]=2)[CH:17]=[CH:18][CH:19]=1)[C:9](=[O:12])[CH2:10][NH2:11].[CH3:7][N:8]([CH2:13][C:14]1[CH:15]=[C:16]([C:20]2[CH:25]=[CH:24][C:23]([N:26]3[CH2:31][CH2:30][O:29][CH2:28][CH2:27]3)=[CH:22][CH:21]=2)[CH:17]=[CH:18][CH:19]=1)[C:9](=[O:12])[CH2:10][NH2:11]. The catalyst class is: 22. (4) The catalyst class is: 2. Product: [CH2:1]1[C:9]2[C:4](=[CH:5][CH:6]=[CH:7][CH:8]=2)[CH2:3][CH:2]1[O:10][S:18]([CH3:21])(=[O:20])=[O:19]. Reactant: [CH2:1]1[C:9]2[C:4](=[CH:5][CH:6]=[CH:7][CH:8]=2)[CH2:3][CH:2]1[OH:10].C(N(CC)CC)C.[S:18](Cl)([CH3:21])(=[O:20])=[O:19].O. (5) Reactant: [N:1]1[CH:6]=[CH:5][CH:4]=[C:3]([NH2:7])[N:2]=1.CCN(C(C)C)C(C)C.[Br:17][CH2:18][C:19](O[C:19](=[O:20])[CH2:18][Br:17])=[O:20]. Product: [Br:17][CH2:18][C:19]([NH:7][C:3]1[N:2]=[N:1][CH:6]=[CH:5][CH:4]=1)=[O:20]. The catalyst class is: 2. (6) Product: [CH2:1]([N:8]1[C:12]([C:13]2[CH:18]=[CH:17][CH:16]=[CH:15][C:14]=2[C:19]2[CH:24]=[CH:23][C:22]([CH2:25][NH:26][C:27]3[C:36]([NH2:37])=[CH:35][CH:34]=[CH:33][C:28]=3[C:29]([O:31][CH3:32])=[O:30])=[CH:21][CH:20]=2)=[N:11][N:10]=[N:9]1)[C:2]1[CH:7]=[CH:6][CH:5]=[CH:4][CH:3]=1. Reactant: [CH2:1]([N:8]1[C:12]([C:13]2[CH:18]=[CH:17][CH:16]=[CH:15][C:14]=2[C:19]2[CH:24]=[CH:23][C:22]([CH2:25][NH:26][C:27]3[C:36]([N+:37]([O-])=O)=[CH:35][CH:34]=[CH:33][C:28]=3[C:29]([O:31][CH3:32])=[O:30])=[CH:21][CH:20]=2)=[N:11][N:10]=[N:9]1)[C:2]1[CH:7]=[CH:6][CH:5]=[CH:4][CH:3]=1.O.O.[Sn](Cl)Cl. The catalyst class is: 5. (7) Product: [CH3:38][C:36]1[N:37]=[C:33]([CH2:32][N:7]2[C:6]3[CH:8]=[C:9]([C:11]4[CH:16]=[CH:15][CH:14]=[CH:13][CH:12]=4)[S:10][C:5]=3[C:4](=[O:17])[N:3]([CH:18]3[CH2:23][CH2:22][N:21]([C:24]([O:26][C:27]([CH3:30])([CH3:29])[CH3:28])=[O:25])[CH2:20][CH2:19]3)[C:2]2=[O:1])[S:34][CH:35]=1. The catalyst class is: 3. Reactant: [O:1]=[C:2]1[NH:7][C:6]2[CH:8]=[C:9]([C:11]3[CH:16]=[CH:15][CH:14]=[CH:13][CH:12]=3)[S:10][C:5]=2[C:4](=[O:17])[N:3]1[CH:18]1[CH2:23][CH2:22][N:21]([C:24]([O:26][C:27]([CH3:30])([CH3:29])[CH3:28])=[O:25])[CH2:20][CH2:19]1.Cl[CH2:32][C:33]1[S:34][CH:35]=[C:36]([CH3:38])[N:37]=1.C(=O)([O-])[O-].[K+].[K+]. (8) Reactant: [CH3:1][N:2]([CH3:17])[C:3]1[CH:8]=[CH:7][C:6]([N:9]=[N:10][C:11]2[CH:16]=[CH:15][CH:14]=[CH:13][N:12]=2)=[CH:5][CH:4]=1.O.OS(O)(=O)=O.[N+:24]([O-])([OH:26])=[O:25]. Product: [CH3:1][N:2]([CH3:17])[C:3]1([N+:24]([O-:26])=[O:25])[CH:4]=[CH:5][C:6]([N:9]=[N:10][C:11]2[CH:16]=[CH:15][CH:14]=[CH:13][N:12]=2)=[CH:7][CH2:8]1. The catalyst class is: 28. (9) Reactant: O1CCCC1.C([Li])CCC.[C:11](#[N:13])[CH3:12].Cl.[NH:15]1[CH:19]=[C:18]([C:20](Cl)=[O:21])[N:17]=[CH:16]1. Product: [NH:17]1[C:18]([C:20](=[O:21])[CH2:12][C:11]#[N:13])=[CH:19][N:15]=[CH:16]1. The catalyst class is: 81.